From a dataset of Forward reaction prediction with 1.9M reactions from USPTO patents (1976-2016). Predict the product of the given reaction. (1) Given the reactants C1C2C(=CC=C(S(N(CC(O)=O)C3C=CC(C)=CC=3)(=O)=O)C=2)CCN1.C(NCC1C=CC=CN=1)C.[CH2:36]([N:38]([CH2:65][C:66]1[CH:71]=[CH:70][CH:69]=[CH:68][N:67]=1)[C:39](=[O:64])[CH2:40][N:41]([S:49]([C:52]1[CH:61]=[C:60]2[C:55]([CH2:56][CH2:57][N:58](C=O)[CH2:59]2)=[CH:54][CH:53]=1)(=[O:51])=[O:50])[C:42]1[CH:47]=[CH:46][C:45]([CH3:48])=[CH:44][CH:43]=1)[CH3:37], predict the reaction product. The product is: [CH2:36]([N:38]([CH2:65][C:66]1[CH:71]=[CH:70][CH:69]=[CH:68][N:67]=1)[C:39](=[O:64])[CH2:40][N:41]([S:49]([C:52]1[CH:61]=[C:60]2[C:55]([CH2:56][CH2:57][NH:58][CH2:59]2)=[CH:54][CH:53]=1)(=[O:51])=[O:50])[C:42]1[CH:47]=[CH:46][C:45]([CH3:48])=[CH:44][CH:43]=1)[CH3:37]. (2) Given the reactants [F:1][C:2]1[CH:7]=[C:6]([S:8]([CH3:11])(=[O:10])=[O:9])[CH:5]=[CH:4][C:3]=1[OH:12].[C:13]([O:17][C:18]([N:20]1[CH2:25][CH2:24][CH:23]([N:26]2[C:30]3=[N:31][CH:32]=[N:33][C:34](Cl)=[C:29]3[CH:28]=[N:27]2)[CH2:22][CH2:21]1)=[O:19])([CH3:16])([CH3:15])[CH3:14].C(=O)([O-])[O-].[K+].[K+].C(=O)([O-])[O-].[Na+].[Na+], predict the reaction product. The product is: [C:13]([O:17][C:18]([N:20]1[CH2:21][CH2:22][CH:23]([N:26]2[C:30]3=[N:31][CH:32]=[N:33][C:34]([O:12][C:3]4[CH:4]=[CH:5][C:6]([S:8]([CH3:11])(=[O:9])=[O:10])=[CH:7][C:2]=4[F:1])=[C:29]3[CH:28]=[N:27]2)[CH2:24][CH2:25]1)=[O:19])([CH3:16])([CH3:14])[CH3:15]. (3) Given the reactants [NH2:1][C:2]1[CH:7]=[CH:6][C:5]([CH2:8][C:9]#[N:10])=[CH:4][C:3]=1[C:11]1[CH2:16][CH2:15][CH2:14][CH2:13][CH:12]=1.[N:17]([Sn](C)(C)C)=[N+:18]=[N-:19], predict the reaction product. The product is: [C:11]1([C:3]2[CH:4]=[C:5]([CH2:8][C:9]3[NH:19][N:18]=[N:17][N:10]=3)[CH:6]=[CH:7][C:2]=2[NH2:1])[CH2:16][CH2:15][CH2:14][CH2:13][CH:12]=1. (4) The product is: [CH3:22][O:21][C:18]1[CH:19]=[C:20]2[C:15](=[CH:16][C:17]=1[O:23][CH3:24])[N:14]=[CH:13][N:12]=[C:11]2[NH:10][C:6]1[C:7]([CH:8]=[C:2]([N:25]2[CH2:30][CH2:29][O:28][CH2:27][CH2:26]2)[C:3](=[O:4])[CH:5]=1)=[O:9]. Given the reactants Cl[C:2]1[C:3]([CH:5]=[C:6]([NH:10][C:11]2[C:20]3[C:15](=[CH:16][C:17]([O:23][CH3:24])=[C:18]([O:21][CH3:22])[CH:19]=3)[N:14]=[CH:13][N:12]=2)[C:7](=[O:9])[CH:8]=1)=[O:4].[NH:25]1[CH2:30][CH2:29][O:28][CH2:27][CH2:26]1, predict the reaction product. (5) The product is: [CH3:1][CH:2]([CH:4]1[C:13](=[O:14])[NH:7][C:8]2[CH:18]=[CH:17][CH:16]=[CH:15][C:9]=2[CH2:10][CH2:11]1)[CH3:3]. Given the reactants [CH3:1][C:2]([O-])([CH3:4])[CH3:3].[K+].[NH:7]1[C:13](=[O:14])C[CH2:11][CH2:10][C:9]2[CH:15]=[CH:16][CH:17]=[CH:18][C:8]1=2.C([Li])CCCCC.BrCCC.Cl, predict the reaction product. (6) Given the reactants [C:1]([N:4]1[CH2:9][CH2:8][CH:7]([C:10]([N:12]2[CH2:17][CH2:16][C@@H:15]([NH:18][CH3:19])[C@H:14]([C:20]3[CH:25]=[CH:24][C:23]([Cl:26])=[C:22]([Cl:27])[CH:21]=3)[CH2:13]2)=[O:11])[CH2:6][CH2:5]1)(=[O:3])[CH3:2].[C:28]1([C:34]2[O:38][CH:37]=[N:36][C:35]=2[C:39]([OH:41])=O)[CH:33]=[CH:32][CH:31]=[CH:30][CH:29]=1, predict the reaction product. The product is: [C:1]([N:4]1[CH2:5][CH2:6][CH:7]([C:10]([N:12]2[CH2:17][CH2:16][C@@H:15]([N:18]([CH3:19])[C:39]([C:35]3[N:36]=[CH:37][O:38][C:34]=3[C:28]3[CH:29]=[CH:30][CH:31]=[CH:32][CH:33]=3)=[O:41])[C@H:14]([C:20]3[CH:25]=[CH:24][C:23]([Cl:26])=[C:22]([Cl:27])[CH:21]=3)[CH2:13]2)=[O:11])[CH2:8][CH2:9]1)(=[O:3])[CH3:2]. (7) Given the reactants [CH:1]1[CH:2]=[CH:3][C:4]2[S:9][N:8]=[C:7]([N:10]3[CH2:15][CH2:14][N:13]([CH2:16][CH2:17][C:18]4[CH:19]=[C:20]5[CH2:28][C:26](=[O:27])[NH:25][C:21]5=[CH:22][C:23]=4[Cl:24])[CH2:12][CH2:11]3)[C:5]=2[CH:6]=1.Cl, predict the reaction product. The product is: [CH:1]1[CH:2]=[CH:3][C:4]2[S:9][N:8]=[C:7]([N:10]3[CH2:11][CH2:12][N:13]([CH2:16][CH2:17][C:18]4[CH:19]=[C:20]5[CH2:28][C:26](=[O:27])[NH:25][C:21]5=[CH:22][C:23]=4[Cl:24])[CH2:14][CH2:15]3)[C:5]=2[CH:6]=1. (8) The product is: [F:1][C:2]1[CH:3]=[C:4]([C:8]2[C:23]([I:31])=[C:11]3[CH2:12][N:13]([C:16]([O:18][C:19]([CH3:20])([CH3:22])[CH3:21])=[O:17])[CH2:14][CH2:15][N:10]3[N:9]=2)[CH:5]=[CH:6][CH:7]=1. Given the reactants [F:1][C:2]1[CH:3]=[C:4]([C:8]2[CH:23]=[C:11]3[CH2:12][N:13]([C:16]([O:18][C:19]([CH3:22])([CH3:21])[CH3:20])=[O:17])[CH2:14][CH2:15][N:10]3[N:9]=2)[CH:5]=[CH:6][CH:7]=1.C1C(=O)N([I:31])C(=O)C1, predict the reaction product. (9) Given the reactants BrC1C(N2C=CC(C(F)(F)F)=N2)=NC(Cl)=NC=1.Br[C:19]1[C:20]([N:26]2[C:30]([CH3:31])=[CH:29][C:28]([C:32]([F:35])([F:34])[F:33])=[N:27]2)=[N:21][C:22]([Cl:25])=[N:23][CH:24]=1.[CH3:36][O:37][C:38]1[C:43]([C:44]([O:46][CH3:47])=[O:45])=[CH:42][C:41](B2OC(C)(C)C(C)(C)O2)=[CH:40][N:39]=1.C(=O)([O-])[O-].[Na+].[Na+], predict the reaction product. The product is: [Cl:25][C:22]1[N:21]=[C:20]([N:26]2[C:30]([CH3:31])=[CH:29][C:28]([C:32]([F:35])([F:34])[F:33])=[N:27]2)[C:19]([C:41]2[CH:42]=[C:43]([C:44]([O:46][CH3:47])=[O:45])[C:38]([O:37][CH3:36])=[N:39][CH:40]=2)=[CH:24][N:23]=1.